This data is from Full USPTO retrosynthesis dataset with 1.9M reactions from patents (1976-2016). The task is: Predict the reactants needed to synthesize the given product. (1) Given the product [OH:16][C:15]([C:2]1[CH:7]=[CH:6][C:5]([Br:8])=[CH:4][N:3]=1)([CH3:17])[CH3:14], predict the reactants needed to synthesize it. The reactants are: Br[C:2]1[CH:7]=[CH:6][C:5]([Br:8])=[CH:4][N:3]=1.C([Li])CCC.[CH3:14][C:15]([CH3:17])=[O:16]. (2) Given the product [Br:26][C:19]1[C:14]([F:13])=[CH:15][C:16]([CH:21]2[O:22][CH2:23][CH2:24][O:25]2)=[CH:17][C:18]=1[F:20], predict the reactants needed to synthesize it. The reactants are: C(NC(C)C)(C)C.[Li]CCCC.[F:13][C:14]1[CH:15]=[C:16]([CH:21]2[O:25][CH2:24][CH2:23][O:22]2)[CH:17]=[C:18]([F:20])[CH:19]=1.[Br:26]C(Cl)(Cl)C(Cl)(Cl)Br. (3) Given the product [C:22]([O:26][C:27]([NH:29][C:30]1[O:38][C:37]2[C:32](=[N:33][CH:34]=[C:35]([CH2:39][CH3:40])[CH:36]=2)[C:31]=1[C:41]([NH:1][C:2]1[CH:3]=[N:4][CH:5]=[CH:6][C:7]=1[N:8]1[CH2:13][CH2:12][CH2:11][C@H:10]([NH:14][C:15](=[O:21])[O:16][C:17]([CH3:18])([CH3:20])[CH3:19])[CH2:9]1)=[O:42])=[O:28])([CH3:24])([CH3:23])[CH3:25], predict the reactants needed to synthesize it. The reactants are: [NH2:1][C:2]1[CH:3]=[N:4][CH:5]=[CH:6][C:7]=1[N:8]1[CH2:13][CH2:12][CH2:11][C@H:10]([NH:14][C:15](=[O:21])[O:16][C:17]([CH3:20])([CH3:19])[CH3:18])[CH2:9]1.[C:22]([O:26][C:27]([NH:29][C:30]1[O:38][C:37]2[C:32](=[N:33][CH:34]=[C:35]([CH2:39][CH3:40])[CH:36]=2)[C:31]=1[C:41](O)=[O:42])=[O:28])([CH3:25])([CH3:24])[CH3:23].CN(C(ON1N=NC2C=CC=NC1=2)=[N+](C)C)C.F[P-](F)(F)(F)(F)F.CCN(C(C)C)C(C)C. (4) Given the product [NH2:31][C:32]1[N:36]([CH:37]2[CH2:42][CH2:41][CH2:40][N:39]([C:2]#[N:1])[CH2:38]2)[N:35]=[C:34]([C:43]2[CH:44]=[N:45][C:46]([O:49][C:50]3[CH:55]=[CH:54][CH:53]=[CH:52][CH:51]=3)=[CH:47][CH:48]=2)[C:33]=1[C:56]([NH2:58])=[O:57], predict the reactants needed to synthesize it. The reactants are: [NH2:1][C:2]1N(C2CCCN(C#N)C2)NC(C2C=CC(OC3C=CC=CC=3)=CC=2)(C(N)=O)C=1.[NH2:31][C:32]1[N:36]([CH:37]2[CH2:42][CH2:41][CH2:40][NH:39][CH2:38]2)[N:35]=[C:34]([C:43]2[CH:44]=[N:45][C:46]([O:49][C:50]3[CH:55]=[CH:54][CH:53]=[CH:52][CH:51]=3)=[CH:47][CH:48]=2)[C:33]=1[C:56]([NH2:58])=[O:57]. (5) The reactants are: [CH3:1][O:2][C:3]1[CH:8]=[CH:7][C:6]2[C:9]3([CH2:19][O:20][C:5]=2[CH:4]=1)[C:17]1[C:12](=[CH:13][CH:14]=[CH:15][CH:16]=1)[NH:11][C:10]3=[O:18].CC1C=CC(S(O[CH2:32][C@H:33]2[CH2:37][CH2:36][CH2:35][O:34]2)(=O)=O)=CC=1.BrCC1CCCCO1. Given the product [CH3:1][O:2][C:3]1[CH:8]=[CH:7][C:6]2[C:9]3([CH2:19][O:20][C:5]=2[CH:4]=1)[C:17]1[C:12](=[CH:13][CH:14]=[CH:15][CH:16]=1)[N:11]([CH2:32][C@H:33]1[CH2:37][CH2:36][CH2:35][O:34]1)[C:10]3=[O:18], predict the reactants needed to synthesize it.